From a dataset of Forward reaction prediction with 1.9M reactions from USPTO patents (1976-2016). Predict the product of the given reaction. (1) Given the reactants Br[CH2:2][C:3]1[C:12]2[C:7](=[C:8]([F:14])[C:9]([F:13])=[CH:10][CH:11]=2)[NH:6][C:5](=[O:15])[CH:4]=1.[CH:16]([C:19]1[NH:23][C:22]2[CH:24]=[CH:25][CH:26]=[CH:27][C:21]=2[N:20]=1)([CH3:18])[CH3:17], predict the reaction product. The product is: [F:13][C:9]1[C:8]([F:14])=[C:7]2[C:12]([C:3]([CH2:2][N:20]3[C:21]4[CH:27]=[CH:26][CH:25]=[CH:24][C:22]=4[N:23]=[C:19]3[CH:16]([CH3:18])[CH3:17])=[CH:4][C:5](=[O:15])[NH:6]2)=[CH:11][CH:10]=1. (2) Given the reactants [CH3:1][C:2]1[CH:3]=[C:4]([OH:17])[CH:5]=[CH:6][C:7]=1B1OC(C)(C)C(C)(C)O1.Br[C:19]1[CH:26]=[CH:25][C:22]([CH:23]=[O:24])=[C:21]([O:27][CH2:28][CH2:29][CH2:30][CH3:31])[CH:20]=1.N#N.C([O-])([O-])=O.[Na+].[Na+].Cl, predict the reaction product. The product is: [CH2:28]([O:27][C:21]1[CH:20]=[C:19]([C:7]2[CH:6]=[CH:5][C:4]([OH:17])=[CH:3][C:2]=2[CH3:1])[CH:26]=[CH:25][C:22]=1[CH:23]=[O:24])[CH2:29][CH2:30][CH3:31]. (3) Given the reactants F[C:2]1[CH:7]=[CH:6][C:5]([C:8]2[S:9][C:10]([C:14]([O:16][CH2:17][CH3:18])=[O:15])=[C:11]([CH3:13])[N:12]=2)=[CH:4][C:3]=1[N+:19]([O-:21])=[O:20].[C:22]1([OH:28])[CH:27]=[CH:26][CH:25]=[CH:24][CH:23]=1.C(=O)([O-])[O-].[K+].[K+].O, predict the reaction product. The product is: [N+:19]([C:3]1[CH:4]=[C:5]([C:8]2[S:9][C:10]([C:14]([O:16][CH2:17][CH3:18])=[O:15])=[C:11]([CH3:13])[N:12]=2)[CH:6]=[CH:7][C:2]=1[O:28][C:22]1[CH:27]=[CH:26][CH:25]=[CH:24][CH:23]=1)([O-:21])=[O:20]. (4) The product is: [C:16]([OH:3])(=[O:23])[C:17]1[CH:22]=[CH:21][CH:20]=[N:19][CH:18]=1. Given the reactants C(ON1C(=O)C2=CC=CC=C2C1=O)(=[O:3])C.[CH:16](=[O:23])[C:17]1[CH:22]=[CH:21][CH:20]=[N:19][CH:18]=1.N1C=CC=C(C)C=1, predict the reaction product.